From a dataset of Full USPTO retrosynthesis dataset with 1.9M reactions from patents (1976-2016). Predict the reactants needed to synthesize the given product. Given the product [Cl:13][C:14]1[N:19]=[C:18]([C:9]2[S:8][C:7]([I:6])=[CH:11][CH:10]=2)[CH:17]=[CH:16][N:15]=1, predict the reactants needed to synthesize it. The reactants are: [Li]CCCC.[I:6][C:7]1[S:8][C:9](I)=[CH:10][CH:11]=1.[Cl:13][C:14]1[N:19]=[CH:18][CH:17]=[CH:16][N:15]=1.ClC1C(=O)C(C#N)=C(C#N)C(=O)C=1Cl.O=C1O[C@H]([C@H](CO)O)C([O-])=C1O.[Na+].